Dataset: Catalyst prediction with 721,799 reactions and 888 catalyst types from USPTO. Task: Predict which catalyst facilitates the given reaction. (1) Reactant: [NH2:1][C:2]1[C:7]2[N:8]=[CH:9][N:10]([C@H:11]3[C@H:15]([OH:16])[C@H:14]([OH:17])[CH:13]=[CH:12]3)[C:6]=2[CH:5]=[CH:4][N:3]=1. Product: [NH2:1][C:2]1[C:7]2[N:8]=[CH:9][N:10]([C@@H:11]3[CH2:12][CH2:13][C@@H:14]([OH:17])[C@H:15]3[OH:16])[C:6]=2[CH:5]=[CH:4][N:3]=1. The catalyst class is: 19. (2) Reactant: [CH3:1][C:2]1([CH3:14])[CH:6]([C:7]#[C:8][Si](C)(C)C)[O:5][C:4](=[O:13])[NH:3]1.C([O-])([O-])=O.[K+].[K+]. Product: [CH3:1][C:2]1([CH3:14])[CH:6]([C:7]#[CH:8])[O:5][C:4](=[O:13])[NH:3]1. The catalyst class is: 5. (3) Reactant: [CH2:1]([N:7]1[CH2:12][CH:11]2[CH:9]([C:10]2([C:14]2[CH:15]=[C:16]([NH2:20])[CH:17]=[CH:18][CH:19]=2)[CH3:13])[CH2:8]1)[CH2:2][CH2:3][CH2:4][CH2:5][CH3:6].N1C=CC=CC=1.[CH2:27]([S:30](Cl)(=[O:32])=[O:31])[CH2:28][CH3:29]. Product: [CH2:1]([N:7]1[CH2:12][CH:11]2[CH:9]([C:10]2([C:14]2[CH:15]=[C:16]([NH:20][S:30]([CH2:27][CH2:28][CH3:29])(=[O:32])=[O:31])[CH:17]=[CH:18][CH:19]=2)[CH3:13])[CH2:8]1)[CH2:2][CH2:3][CH2:4][CH2:5][CH3:6]. The catalyst class is: 4. (4) Reactant: [CH3:1][O:2][C:3]1[CH:8]=[CH:7][C:6]([S:9]([N:12]([CH2:24][C:25]2[CH:26]=[N:27][CH:28]=[CH:29][CH:30]=2)[C@@H:13]([CH2:21][CH2:22][F:23])[C:14]([O:16]C(C)(C)C)=[O:15])(=[O:11])=[O:10])=[CH:5][CH:4]=1.FC(F)(F)C(O)=O. Product: [CH3:1][O:2][C:3]1[CH:4]=[CH:5][C:6]([S:9]([N:12]([CH2:24][C:25]2[CH:26]=[N:27][CH:28]=[CH:29][CH:30]=2)[C@@H:13]([CH2:21][CH2:22][F:23])[C:14]([OH:16])=[O:15])(=[O:11])=[O:10])=[CH:7][CH:8]=1. The catalyst class is: 4. (5) The catalyst class is: 102. Product: [F:1][C:2]1[CH:3]=[CH:4][C:5]([C:8]2[C:17]3[C:12](=[CH:13][C:14]([NH:29][C:28](=[O:35])[O:30][C:31]([CH3:34])([CH3:33])[CH3:32])=[CH:15][CH:16]=3)[O:11][C:10]([CH3:27])([CH3:26])[CH:9]=2)=[CH:6][CH:7]=1. Reactant: [F:1][C:2]1[CH:7]=[CH:6][C:5]([C:8]2[C:17]3[C:12](=[CH:13][C:14](OS(C(F)(F)F)(=O)=O)=[CH:15][CH:16]=3)[O:11][C:10]([CH3:27])([CH3:26])[CH:9]=2)=[CH:4][CH:3]=1.[C:28](=[O:35])([O:30][C:31]([CH3:34])([CH3:33])[CH3:32])[NH2:29].C(=O)([O-])[O-].[Cs+].[Cs+]. (6) Reactant: [Cl:1][C:2]1[CH:3]=[C:4]([C:12]2[O:16][N:15]=[C:14]([C:17]3[CH:18]=[CH:19][CH:20]=[C:21]4[C:25]=3[NH:24][CH:23]=[C:22]4[C:26]([NH:28][CH2:29][CH2:30][C:31]([O:33]CC)=[O:32])=[O:27])[N:13]=2)[CH:5]=[CH:6][C:7]=1[O:8][CH:9]([CH3:11])[CH3:10].[OH-].[Na+].Cl. Product: [Cl:1][C:2]1[CH:3]=[C:4]([C:12]2[O:16][N:15]=[C:14]([C:17]3[CH:18]=[CH:19][CH:20]=[C:21]4[C:25]=3[NH:24][CH:23]=[C:22]4[C:26]([NH:28][CH2:29][CH2:30][C:31]([OH:33])=[O:32])=[O:27])[N:13]=2)[CH:5]=[CH:6][C:7]=1[O:8][CH:9]([CH3:10])[CH3:11]. The catalyst class is: 1.